From a dataset of Experimentally validated miRNA-target interactions with 360,000+ pairs, plus equal number of negative samples. Binary Classification. Given a miRNA mature sequence and a target amino acid sequence, predict their likelihood of interaction. (1) The miRNA is hsa-miR-4430 with sequence AGGCUGGAGUGAGCGGAG. The protein sequence of the target gene is MSAELNVPIDPSAPACPEPGHKGMDYRDWVRRSYLELVTSNHHSVQALSWRKLYLSRAKLKASSRTSALLSGFAMVAMVEVQLETQYQYPRPLLIAFSACTTVLVAVHLFALLISTCILPNVEAVSNIHNLNSISESPHERMHPYIELAWGFSTVLGILLFLAEVVLLCWIKFLPVDARRQPGPPPGPGSHTGWQAALVSTIIMVPVGLIFVVFTIHFYRSLVRHKTERHNREIEELHKLKVQLDGHERSLQVL. Result: 1 (interaction). (2) The miRNA is hsa-miR-215-5p with sequence AUGACCUAUGAAUUGACAGAC. The protein sequence of the target gene is MGTASSLVSPAGGEVIEDTYGAGGGEACEIPVEVKPKARLLRNSFRRGAGAAAGAGPGSLPRGVGAGGLLGASFKSTGSSVPELEYAAAEYERLRKEYEIFRVSKNQELLSMGRREAKLDTENKRLRAELQALQKTYQKILREKESALEAKYQAMERAATFEHDRDKVKRQFKIFRETKENEIQDLLRAKRELESKLQRLQAQGIQVFDPGESDSDDNCTDVTAAGTQCEYWTGGALGSEPSIGSMIQLQQSFRGPEFAHSSIDVEGPFANVNRDDWDIAVASLLQVTPLFSHSLWSNTV.... Result: 1 (interaction).